This data is from Forward reaction prediction with 1.9M reactions from USPTO patents (1976-2016). The task is: Predict the product of the given reaction. (1) The product is: [N:1]1[C:10]2[C:5](=[CH:6][CH:7]=[CH:8][CH:9]=2)[CH:4]=[C:3]([CH:11]=[CH:12][CH2:13][OH:14])[CH:2]=1. Given the reactants [N:1]1[C:10]2[C:5](=[CH:6][CH:7]=[CH:8][CH:9]=2)[CH:4]=[C:3]([CH:11]=[CH:12][C:13]([O-])=[O:14])[CH:2]=1.[H-].C([Al+]CC(C)C)C(C)C, predict the reaction product. (2) Given the reactants [NH:1]1[CH2:10][CH2:9][CH:4]([C:5]([O:7][CH3:8])=[O:6])[CH2:3][CH2:2]1.[CH2:11](Cl)[C:12]1[CH:17]=[CH:16][CH:15]=[CH:14][CH:13]=1.C([O-])([O-])=O.[K+].[K+], predict the reaction product. The product is: [CH2:11]([N:1]1[CH2:10][CH2:9][CH:4]([C:5]([O:7][CH3:8])=[O:6])[CH2:3][CH2:2]1)[C:12]1[CH:17]=[CH:16][CH:15]=[CH:14][CH:13]=1. (3) The product is: [F:1][C:2]1[C:7]([F:8])=[CH:6][CH:5]=[CH:4][C:3]=1[C:9]1[CH:18]=[CH:17][C:16]2[C:11](=[CH:12][CH:13]=[C:14]([OH:19])[CH:15]=2)[C:10]=1[C:21]([C:23]1[CH:28]=[CH:27][C:26]([O:29][CH2:30][CH2:31][N:32]2[CH2:37][CH2:36][CH2:35][CH2:34][CH2:33]2)=[CH:25][CH:24]=1)=[O:22]. Given the reactants [F:1][C:2]1[C:7]([F:8])=[CH:6][CH:5]=[CH:4][C:3]=1[C:9]1[CH:18]=[CH:17][C:16]2[C:11](=[CH:12][CH:13]=[C:14]([O:19]C)[CH:15]=2)[C:10]=1[C:21]([C:23]1[CH:28]=[CH:27][C:26]([O:29][CH2:30][CH2:31][N:32]2[CH2:37][CH2:36][CH2:35][CH2:34][CH2:33]2)=[CH:25][CH:24]=1)=[O:22].Cl.B(Br)(Br)Br.C(=O)(O)[O-].[Na+], predict the reaction product. (4) Given the reactants Cl.[Cl:2][C:3]1[CH:8]=[CH:7][C:6]([S:9]([C:12]2([C:18]3[CH:23]=[C:22]([F:24])[CH:21]=[CH:20][C:19]=3[F:25])[CH2:17][CH2:16][NH:15][CH2:14][CH2:13]2)(=[O:11])=[O:10])=[CH:5][CH:4]=1.C(N(CC)CC)C.[CH2:33]([N:35]=[C:36]=[O:37])[CH3:34].C(=O)(O)[O-].[Na+], predict the reaction product. The product is: [CH2:33]([NH:35][C:36]([N:15]1[CH2:16][CH2:17][C:12]([S:9]([C:6]2[CH:7]=[CH:8][C:3]([Cl:2])=[CH:4][CH:5]=2)(=[O:10])=[O:11])([C:18]2[CH:23]=[C:22]([F:24])[CH:21]=[CH:20][C:19]=2[F:25])[CH2:13][CH2:14]1)=[O:37])[CH3:34]. (5) The product is: [CH2:12]([CH:14]([C:17]1[C:18]2[N:19]([C:24]([C:2]3[C:10]4[C:5](=[N:6][CH:7]=[CH:8][CH:9]=4)[S:4][C:3]=3[CH3:11])=[C:25]([CH3:27])[N:26]=2)[N:20]=[C:21]([CH3:23])[CH:22]=1)[CH2:15][CH3:16])[CH3:13]. Given the reactants Br[C:2]1[C:10]2[C:5](=[N:6][CH:7]=[CH:8][CH:9]=2)[S:4][C:3]=1[CH3:11].[CH2:12]([CH:14]([C:17]1[C:18]2[N:19]([C:24](I)=[C:25]([CH3:27])[N:26]=2)[N:20]=[C:21]([CH3:23])[CH:22]=1)[CH2:15][CH3:16])[CH3:13], predict the reaction product. (6) The product is: [CH3:14][N:12]([CH3:13])[CH2:11][C:10]([CH3:15])([CH3:16])[CH2:9][NH:8][C:6](=[O:7])[C:5]1[CH:17]=[CH:18][C:2]([NH:1][C:35]([NH:34][C:30]2[CH:31]=[CH:32][CH:33]=[C:28]([O:21][C:22]3[CH:27]=[CH:26][CH:25]=[CH:24][CH:23]=3)[CH:29]=2)=[O:36])=[CH:3][C:4]=1[O:19][CH3:20]. Given the reactants [NH2:1][C:2]1[CH:18]=[CH:17][C:5]([C:6]([NH:8][CH2:9][C:10]([CH3:16])([CH3:15])[CH2:11][N:12]([CH3:14])[CH3:13])=[O:7])=[C:4]([O:19][CH3:20])[CH:3]=1.[O:21]([C:28]1[CH:29]=[C:30]([N:34]=[C:35]=[O:36])[CH:31]=[CH:32][CH:33]=1)[C:22]1[CH:27]=[CH:26][CH:25]=[CH:24][CH:23]=1, predict the reaction product. (7) Given the reactants [NH2:1][C:2]1[CH:7]=[CH:6][C:5]([C:8]2[CH2:9][C@H:10]3[C:16](=O)[N:15](COCC[Si](C)(C)C)[C:14]4[CH:26]=[C:27]([O:32][CH2:33][CH2:34][CH2:35][O:36][C:37]5[C:38]([O:64][CH3:65])=[CH:39][C:40]6[C:46](=[O:47])[N:45]7[CH:48]=[C:49]([CH:51]8[CH2:53][CH2:52]8)[CH2:50][C@H:44]7[C:43](=O)[N:42](COCC[Si](C)(C)C)[C:41]=6[CH:63]=5)[C:28]([O:30][CH3:31])=[CH:29][C:13]=4[C:12](=[O:66])[N:11]3[CH:67]=2)=[CH:4][CH:3]=1.[Li+].[B-](CC)(CC)CC, predict the reaction product. The product is: [NH2:1][C:2]1[CH:3]=[CH:4][C:5]([C:8]2[CH2:9][C@H:10]3[CH:16]=[N:15][C:14]4[CH:26]=[C:27]([O:32][CH2:33][CH2:34][CH2:35][O:36][C:37]5[C:38]([O:64][CH3:65])=[CH:39][C:40]6[C:46](=[O:47])[N:45]7[CH:48]=[C:49]([CH:51]8[CH2:53][CH2:52]8)[CH2:50][C@H:44]7[CH:43]=[N:42][C:41]=6[CH:63]=5)[C:28]([O:30][CH3:31])=[CH:29][C:13]=4[C:12](=[O:66])[N:11]3[CH:67]=2)=[CH:6][CH:7]=1.